Dataset: Reaction yield outcomes from USPTO patents with 853,638 reactions. Task: Predict the reaction yield, written as a fraction of the theoretical maximum amount of product (1.0 means a 100% yield; for example, 0.34 means a 34% yield). The reactants are [Cl:1][C:2]1[CH:3]=[N:4][CH:5]=[C:6]([Cl:10])[C:7]=1[CH2:8]O.P(Br)(Br)[Br:12]. The catalyst is C(Cl)(Cl)Cl. The product is [Br:12][CH2:8][C:7]1[C:2]([Cl:1])=[CH:3][N:4]=[CH:5][C:6]=1[Cl:10]. The yield is 0.750.